The task is: Regression. Given a peptide amino acid sequence and an MHC pseudo amino acid sequence, predict their binding affinity value. This is MHC class I binding data.. This data is from Peptide-MHC class I binding affinity with 185,985 pairs from IEDB/IMGT. (1) The peptide sequence is SSTCMMCYK. The MHC is HLA-A11:01 with pseudo-sequence HLA-A11:01. The binding affinity (normalized) is 0.742. (2) The peptide sequence is RVKQWVMDT. The MHC is HLA-A02:02 with pseudo-sequence HLA-A02:02. The binding affinity (normalized) is 0.242. (3) The binding affinity (normalized) is 0.369. The peptide sequence is IFVDTMSIY. The MHC is HLA-A11:01 with pseudo-sequence HLA-A11:01. (4) The binding affinity (normalized) is 0. The MHC is HLA-A33:01 with pseudo-sequence HLA-A33:01. The peptide sequence is RMYSPTSI. (5) The peptide sequence is PLEEELPRLA. The MHC is Patr-A0701 with pseudo-sequence Patr-A0701. The binding affinity (normalized) is 0.